The task is: Binary Classification. Given a miRNA mature sequence and a target amino acid sequence, predict their likelihood of interaction.. This data is from Experimentally validated miRNA-target interactions with 360,000+ pairs, plus equal number of negative samples. (1) The protein sequence of the target gene is MDNAGKEREAVQLMAEAEKRVKASHSFLRGLFGGNTRIEEACEMYTRAANMFKMAKNWSAAGNAFCQAAKLHMQLQSKHDSATSFVDAGNAYKKADPQEAINCLNAAIDIYTDMGRFTIAAKHHITIAEIYETELVDIEKAIAHYEQSADYYKGEESNSSANKCLLKVAAYAAQLEQYQKAIEIYEQVGANTMDNPLLKYSAKDYFFKAALCHFIVDELNAKLALEKYEEMFPAFTDSRECKLLKKLLEAHEEQNSEAYTEAVKEFDSISRLDQWLTTMLLRIKKSIQGDGEGDGDLK. Result: 0 (no interaction). The miRNA is mmu-miR-222-3p with sequence AGCUACAUCUGGCUACUGGGUCU. (2) The miRNA is hsa-miR-4768-3p with sequence CCAGGAGAUCCAGAGAGAAU. The protein sequence of the target gene is MASSSGSSPRPAPDENEFPFGCPPTVCQDPKEPRALCCAGCLSENPRNGEDQICPKCRGEDLQSISPGSRLRTQEKAHPEVAEAGIGCPFAGVGCSFKGSPQSVQEHEVTSQTSHLNLLLGFMKQWKARLGCGLESGPMALEQNLSDLQLQAAVEVAGDLEVDCYRAPCSESQEELALQHFMKEKLLAELEGKLRVFENIVAVLNKEVEASHLALATSIHQSQLDRERILSLEQRVVELQQTLAQKDQALGKLEQSLRLMEEASFDGTFLWKITNVTRRCHESACGRTVSLFSPAFYTAK.... Result: 1 (interaction). (3) The miRNA is mmu-miR-297c-3p with sequence UAUACAUACACACAUACCCAUA. The protein sequence of the target gene is MIIKEYRIPLPMTVDEYRIAQLYMIQKKSRNETHGQGSGVEILENRPYTDGPGGSGQYTHKVYHVGMHIPGWFRSILPKAALRVVEESWNAYPYTRTRFTCPFVEKFSIDIETFYKTDTGENNNVFNLSPVEKSQLITDIIDIVKDPVPPSEYKTEEDPKLFQSVKTCRGPLSENWIQEYKKRLLPIMCAYKLCKVEFRYWGMQSKIERFIHDTGLRRVMVRAHRQAWCWQDEWYGLTMEKIRELEREVQLMLSRKMAQFSEEGPSELSKDSATKDQASGTTSDPGSKNGEPLGRGLKKQ.... Result: 0 (no interaction).